Task: Predict the reactants needed to synthesize the given product.. Dataset: Full USPTO retrosynthesis dataset with 1.9M reactions from patents (1976-2016) (1) Given the product [CH2:40]([S:44]([C:9]1[N:14]=[C:13]([N:15]([CH2:20][O:21][CH2:22][CH2:23][Si:24]([CH3:26])([CH3:27])[CH3:25])[S:16]([CH3:19])(=[O:17])=[O:18])[CH:12]=[C:11]([NH:28][C@H:29]([CH3:32])[CH2:30][OH:31])[N:10]=1)(=[O:48])=[O:47])[C:39]1[CH:34]=[CH:35][CH:36]=[CH:37][CH:38]=1, predict the reactants needed to synthesize it. The reactants are: C(S[C:9]1[N:14]=[C:13]([N:15]([CH2:20][O:21][CH2:22][CH2:23][Si:24]([CH3:27])([CH3:26])[CH3:25])[S:16]([CH3:19])(=[O:18])=[O:17])[CH:12]=[C:11]([NH:28][C@H:29]([CH3:32])[CH2:30][OH:31])[N:10]=1)C1C=CC=CC=1.Cl[C:34]1[C:39]([C:40](OO)=O)=[CH:38][CH:37]=[CH:36][CH:35]=1.[S:44]([O-:48])([O-:47])(=O)=S.[Na+].[Na+]. (2) Given the product [C:1]([O:5][C:6]([NH:8][CH:9]1[CH2:10][N:11]([C:14]2[S:15][C:16]([C:19]([O:21][CH2:22][CH3:23])=[O:20])=[CH:17][N:18]=2)[CH2:12]1)=[O:7])([CH3:4])([CH3:2])[CH3:3], predict the reactants needed to synthesize it. The reactants are: [C:1]([O:5][C:6]([NH:8][CH:9]1[CH2:12][NH:11][CH2:10]1)=[O:7])([CH3:4])([CH3:3])[CH3:2].Br[C:14]1[S:15][C:16]([C:19]([O:21][CH2:22][CH3:23])=[O:20])=[CH:17][N:18]=1.C(N(C(C)C)CC)(C)C. (3) Given the product [C:21]1([C:30]2[CH:35]=[CH:34][CH:33]=[CH:32][CH:31]=2)[CH:26]=[CH:25][CH:24]=[CH:23][C:22]=1[C:27]([N:17]1[CH2:16][CH:15]2[CH:19]([CH2:20][N:13]([C:9]3[N:8]=[C:7]([C:1]4[CH:2]=[CH:3][CH:4]=[CH:5][CH:6]=4)[CH:12]=[CH:11][N:10]=3)[CH2:14]2)[CH2:18]1)=[O:28], predict the reactants needed to synthesize it. The reactants are: [C:1]1([C:7]2[CH:12]=[CH:11][N:10]=[C:9]([N:13]3[CH2:20][CH:19]4[CH:15]([CH2:16][NH:17][CH2:18]4)[CH2:14]3)[N:8]=2)[CH:6]=[CH:5][CH:4]=[CH:3][CH:2]=1.[C:21]1([C:30]2[CH:35]=[CH:34][CH:33]=[CH:32][CH:31]=2)[C:22]([C:27](O)=[O:28])=[CH:23][CH:24]=[CH:25][CH:26]=1. (4) Given the product [F:19][C:20]([F:39])([F:38])[S:21]([O:1][C:2]1[CH2:7][CH2:6][N:5]([C:8]([O:10][C:11]([CH3:12])([CH3:13])[CH3:14])=[O:9])[CH2:4][C:3]=1[C:15]([O:17][CH3:18])=[O:16])(=[O:23])=[O:22], predict the reactants needed to synthesize it. The reactants are: [O:1]=[C:2]1[CH2:7][CH2:6][N:5]([C:8]([O:10][C:11]([CH3:14])([CH3:13])[CH3:12])=[O:9])[CH2:4][CH:3]1[C:15]([O:17][CH3:18])=[O:16].[F:19][C:20]([F:39])([F:38])[S:21](N(C1C=CC=CC=1)[S:21]([C:20]([F:39])([F:38])[F:19])(=[O:23])=[O:22])(=[O:23])=[O:22].C(OCC)C.[NH4+].[Cl-]. (5) The reactants are: [CH:1]1([N:5]2[CH2:10][CH2:9][CH:8]([O:11][C:12]3[CH:17]=[CH:16][C:15]([N:18]4[CH:22]=[C:21]([N+:23]([O-])=O)[CH:20]=[N:19]4)=[CH:14][CH:13]=3)[CH2:7][CH2:6]2)[CH2:4][CH2:3][CH2:2]1.[CH3:26]O. Given the product [CH:1]1([N:5]2[CH2:6][CH2:7][CH:8]([O:11][C:12]3[CH:17]=[CH:16][C:15]([N:18]4[CH:22]=[C:21]([NH2:23])[CH:20]=[N:19]4)=[CH:14][CH:13]=3)[CH2:9][CH2:10]2)[CH2:26][CH2:4][CH2:3][CH2:2]1, predict the reactants needed to synthesize it. (6) Given the product [CH2:1]([O:3][C:4]([C:6]1([NH:11][C:12]([CH:14]2[CH2:18][CH:17]([O:19][C:20]3[C:29]4[C:24](=[C:25]([CH3:32])[C:26]([O:30][CH3:31])=[CH:27][CH:28]=4)[N:23]=[C:60]([C:58]4[CH:59]=[CH:61][CH:54]=[C:52]([CH3:53])[N:55]=4)[CH:21]=3)[CH2:16][CH:15]2[C:40](=[O:41])[N:45]([CH2:46][CH2:47][CH2:48][CH2:49][CH:50]=[CH2:51])[CH3:44])=[O:13])[CH2:8][CH:7]1[CH:9]=[CH2:10])=[O:5])[CH3:2], predict the reactants needed to synthesize it. The reactants are: [CH2:1]([O:3][C:4]([C:6]1([NH:11][C:12]([CH:14]2[CH2:18][CH:17]([O:19][C:20]3[C:29]4[C:24](=[C:25]([CH3:32])[C:26]([O:30][CH3:31])=[CH:27][CH:28]=4)[N:23]=C(C4C=CC=C(C)N=4)[CH:21]=3)[CH2:16][CH:15]2[C:40](O)=[O:41])=[O:13])[CH2:8][CH:7]1[CH:9]=[CH2:10])=[O:5])[CH3:2].Cl.[CH3:44][NH:45][CH2:46][CH2:47][CH2:48][CH2:49][CH:50]=[CH2:51].[CH:52]([N:55]([CH:58]([CH3:60])[CH3:59])CC)([CH3:54])[CH3:53].[CH3:61]N(C(ON1N=NC2C=CC=NC1=2)=[N+](C)C)C.F[P-](F)(F)(F)(F)F.